This data is from Reaction yield outcomes from USPTO patents with 853,638 reactions. The task is: Predict the reaction yield, written as a fraction of the theoretical maximum amount of product (1.0 means a 100% yield; for example, 0.34 means a 34% yield). (1) The reactants are C(OC([N:8]1[CH2:13][CH2:12][C:11]2[N:14]([CH2:25][CH:26]([OH:42])[CH2:27][N:28]3[CH2:33][CH2:32][N:31]([C:34]4[CH:39]=[CH:38][CH:37]=[CH:36][C:35]=4[C:40]#[N:41])[CH2:30][CH2:29]3)[N:15]=[C:16]([C:17]3[CH:22]=[CH:21][C:20]([Cl:23])=[C:19]([CH3:24])[CH:18]=3)[C:10]=2[CH2:9]1)=O)(C)(C)C.C(Cl)Cl. The catalyst is FC(F)(F)C(O)=O. The product is [Cl:23][C:20]1[CH:21]=[CH:22][C:17]([C:16]2[C:10]3[CH2:9][NH:8][CH2:13][CH2:12][C:11]=3[N:14]([CH2:25][CH:26]([OH:42])[CH2:27][N:28]3[CH2:33][CH2:32][N:31]([C:34]4[CH:39]=[CH:38][CH:37]=[CH:36][C:35]=4[C:40]#[N:41])[CH2:30][CH2:29]3)[N:15]=2)=[CH:18][C:19]=1[CH3:24]. The yield is 0.990. (2) The product is [C:1]([O:5][C:6]([N:8]1[CH2:13][CH2:12][C@@H:11]([C:14]2[CH:19]=[CH:18][C:17]([F:20])=[CH:16][CH:15]=2)[C@H:10]([CH2:21][OH:22])[CH2:9]1)=[O:7])([CH3:4])([CH3:3])[CH3:2]. The yield is 0.940. The reactants are [C:1]([O:5][C:6]([N:8]1[CH2:13][CH2:12][C@@H:11]([C:14]2[CH:19]=[CH:18][C:17]([F:20])=[CH:16][CH:15]=2)[C@H:10]([C:21](O)=[O:22])[CH2:9]1)=[O:7])([CH3:4])([CH3:3])[CH3:2]. The catalyst is C1COCC1. (3) The reactants are [CH:1]1([CH2:7][C:8]2[S:12][C:11]([C:13]([O:15]CC)=O)=[N:10][C:9]=2[C:18]2[CH:23]=[C:22]([C:24]([CH3:27])([CH3:26])[CH3:25])[CH:21]=[C:20]([C:28]([CH3:31])([CH3:30])[CH3:29])[CH:19]=2)[CH2:6][CH2:5][CH2:4][CH2:3][CH2:2]1.[NH3:32]. The catalyst is CO. The product is [CH:1]1([CH2:7][C:8]2[S:12][C:11]([C:13]([NH2:32])=[O:15])=[N:10][C:9]=2[C:18]2[CH:23]=[C:22]([C:24]([CH3:25])([CH3:27])[CH3:26])[CH:21]=[C:20]([C:28]([CH3:31])([CH3:29])[CH3:30])[CH:19]=2)[CH2:2][CH2:3][CH2:4][CH2:5][CH2:6]1. The yield is 0.710. (4) The reactants are [Cl:1][C:2]1[CH:3]=[C:4]([N:13]([CH2:22][CH3:23])[C@H:14]2[CH2:19][CH2:18][C@H:17]([NH:20][CH3:21])[CH2:16][CH2:15]2)[C:5]([CH3:12])=[C:6]([CH:11]=1)[C:7]([O:9][CH3:10])=[O:8].[CH3:24][O:25][C:26]1[CH:27]=[C:28]([CH:31]=[CH:32][CH:33]=1)[CH:29]=O.C([BH3-])#N.[Na+]. The catalyst is ClC(Cl)C.CC(C)[O-].[Ti+4].CC(C)[O-].CC(C)[O-].CC(C)[O-]. The product is [Cl:1][C:2]1[CH:3]=[C:4]([N:13]([CH2:22][CH3:23])[C@H:14]2[CH2:19][CH2:18][C@H:17]([N:20]([CH2:29][C:28]3[CH:31]=[CH:32][CH:33]=[C:26]([O:25][CH3:24])[CH:27]=3)[CH3:21])[CH2:16][CH2:15]2)[C:5]([CH3:12])=[C:6]([CH:11]=1)[C:7]([O:9][CH3:10])=[O:8]. The yield is 0.740. (5) The reactants are C([O:4][C@@H:5]([C:12](=[O:59])[NH:13][C:14]1[CH:19]=[CH:18][CH:17]=[C:16]([C:20]2[C:28]3[C:23](=[CH:24][CH:25]=[C:26]([C:29]4[N:33]=[CH:32][N:31](C(C5C=CC=CC=5)(C5C=CC=CC=5)C5C=CC=CC=5)[N:30]=4)[CH:27]=3)[N:22](C3CCCCO3)[N:21]=2)[CH:15]=1)[C:6]1[CH:11]=[CH:10][CH:9]=[CH:8][CH:7]=1)(=O)C.C([O-])(O)=O.[Na+]. The catalyst is Cl.O1CCOCC1. The product is [NH:31]1[CH:32]=[N:33][C:29]([C:26]2[CH:27]=[C:28]3[C:23](=[CH:24][CH:25]=2)[NH:22][N:21]=[C:20]3[C:16]2[CH:15]=[C:14]([NH:13][C:12](=[O:59])[C@H:5]([OH:4])[C:6]3[CH:7]=[CH:8][CH:9]=[CH:10][CH:11]=3)[CH:19]=[CH:18][CH:17]=2)=[N:30]1. The yield is 0.350. (6) The reactants are [CH3:1][O:2][CH:3]1[O:8][CH2:7][CH:6]([CH2:9][OH:10])[CH2:5][O:4]1.[H-].[Na+].Cl[C:14]1[CH:19]=[CH:18][N+:17]([O-:20])=[C:16]([CH3:21])[C:15]=1[CH3:22]. The catalyst is CS(C)=O. The product is [CH3:1][O:2][CH:3]1[O:8][CH2:7][CH:6]([CH2:9][O:10][C:14]2[CH:19]=[CH:18][N+:17]([O-:20])=[C:16]([CH3:21])[C:15]=2[CH3:22])[CH2:5][O:4]1. The yield is 0.495. (7) The reactants are [CH2:1]([O:8][C:9]1[CH:14]=[CH:13][C:12]([OH:15])=[CH:11][CH:10]=1)[C:2]1[CH:7]=[CH:6][CH:5]=[CH:4][CH:3]=1.[CH3:16][S:17](Cl)(=[O:19])=[O:18]. The catalyst is C(Cl)Cl. The product is [CH3:16][S:17]([O:15][C:12]1[CH:11]=[CH:10][C:9]([O:8][CH2:1][C:2]2[CH:3]=[CH:4][CH:5]=[CH:6][CH:7]=2)=[CH:14][CH:13]=1)(=[O:19])=[O:18]. The yield is 0.956. (8) The reactants are [Na].[CH3:2][CH:3]([C:6](=O)[CH3:7])[CH:4]=O.[C:9]([CH2:11][C:12]([NH:14][CH:15]([CH3:17])[CH3:16])=[O:13])#[N:10].N1CCCCC1.C(O)(=O)C. The catalyst is CN(C)C=O. The product is [CH:15]([N:14]1[C:6]([CH3:7])=[C:3]([CH3:4])[CH:2]=[C:11]([C:9]#[N:10])[C:12]1=[O:13])([CH3:17])[CH3:16]. The yield is 0.260. (9) The reactants are C(O[CH:4](OCC)[CH2:5][O:6][C:7]1[CH:12]=[CH:11][C:10]([C:13]2([C:16]([OH:18])=[O:17])[CH2:15][CH2:14]2)=[CH:9][CH:8]=1)C. The catalyst is C1(C)C(C)=CC=CC=1. The product is [O:6]1[C:7]2[CH:12]=[CH:11][C:10]([C:13]3([C:16]([OH:18])=[O:17])[CH2:15][CH2:14]3)=[CH:9][C:8]=2[CH:4]=[CH:5]1. The yield is 0.0500.